This data is from Forward reaction prediction with 1.9M reactions from USPTO patents (1976-2016). The task is: Predict the product of the given reaction. Given the reactants [Si:1]([O:8][CH2:9][C@:10]1([CH3:18])[S:16][CH2:15][CH2:14][NH:13][C:12](=[S:17])[CH2:11]1)([C:4]([CH3:7])([CH3:6])[CH3:5])([CH3:3])[CH3:2].[OH-].[K+].O.[CH3:22]I, predict the reaction product. The product is: [Si:1]([O:8][CH2:9][C@:10]1([CH3:18])[S:16][CH2:15][CH2:14][N:13]=[C:12]([S:17][CH3:22])[CH2:11]1)([C:4]([CH3:7])([CH3:5])[CH3:6])([CH3:3])[CH3:2].